From a dataset of Full USPTO retrosynthesis dataset with 1.9M reactions from patents (1976-2016). Predict the reactants needed to synthesize the given product. (1) Given the product [Cl:29][C:26]1[CH:27]=[CH:28][C:11]2[N:10]3[C:30]([CH2:33][C:34]([CH3:35])([CH3:37])[CH3:36])=[N:31][N:32]=[C:9]3[C@@H:8]([CH2:7][CH2:6][C:38]#[N:39])[O:14][C@H:13]([C:15]3[CH:20]=[CH:19][CH:18]=[C:17]([O:21][CH3:22])[C:16]=3[O:23][CH3:24])[C:12]=2[CH:25]=1, predict the reactants needed to synthesize it. The reactants are: CS(O[CH2:6][CH2:7][C@H:8]1[O:14][C@H:13]([C:15]2[CH:20]=[CH:19][CH:18]=[C:17]([O:21][CH3:22])[C:16]=2[O:23][CH3:24])[C:12]2[CH:25]=[C:26]([Cl:29])[CH:27]=[CH:28][C:11]=2[N:10]2[C:30]([CH2:33][C:34]([CH3:37])([CH3:36])[CH3:35])=[N:31][N:32]=[C:9]12)(=O)=O.[C-:38]#[N:39].[Na+].O. (2) The reactants are: [CH:1]1([NH2:4])[CH2:3][CH2:2]1.[NH2:5][C:6]1[C:7]2[C:32]([CH3:38])([C:33](OCC)=[O:34])[C:31](=[O:39])[NH:30][C:8]=2[N:9]=[C:10]([C:12]2[C:20]3[C:15](=[N:16][CH:17]=[CH:18][CH:19]=3)[N:14]([CH2:21][CH2:22][C:23]([F:29])([F:28])[C:24]([F:27])([F:26])[F:25])[N:13]=2)[N:11]=1. Given the product [NH2:5][C:6]1[C:7]2[C:32]([CH3:38])([C:33]([NH:4][CH:1]3[CH2:3][CH2:2]3)=[O:34])[C:31](=[O:39])[NH:30][C:8]=2[N:9]=[C:10]([C:12]2[C:20]3[C:15](=[N:16][CH:17]=[CH:18][CH:19]=3)[N:14]([CH2:21][CH2:22][C:23]([F:29])([F:28])[C:24]([F:25])([F:27])[F:26])[N:13]=2)[N:11]=1, predict the reactants needed to synthesize it. (3) The reactants are: [F:1][C:2]1[CH:9]=[CH:8][C:5]([CH:6]=[O:7])=[C:4]([OH:10])[CH:3]=1.CC(C)=O.Cl[CH2:16][O:17][CH3:18]. Given the product [F:1][C:2]1[CH:9]=[CH:8][C:5]([CH:6]=[O:7])=[C:4]([O:10][CH2:16][O:17][CH3:18])[CH:3]=1, predict the reactants needed to synthesize it. (4) Given the product [CH3:1][O:2][C:3](=[O:30])[CH:4]([NH:13][C:14]([O:16][CH2:17][CH2:18][O:19][CH2:20][CH2:21][O:22][CH2:23][CH2:24][CH2:31][CH2:32][CH2:33][CH2:34][CH2:35][CH2:36][CH2:37][CH2:38][CH2:39][CH3:40])=[O:15])[CH2:5][C:6]1[CH:7]=[CH:8][C:9]([OH:12])=[CH:10][CH:11]=1, predict the reactants needed to synthesize it. The reactants are: [CH3:1][O:2][C:3](=[O:30])[CH:4]([NH:13][C:14]([O:16][CH2:17][CH2:18][O:19][CH2:20][CH2:21][O:22][CH2:23][CH2:24]OCCOC)=[O:15])[CH2:5][C:6]1[CH:11]=[CH:10][C:9]([OH:12])=[CH:8][CH:7]=1.[CH2:31](OCCOCCO)[CH2:32][CH2:33][CH2:34][CH2:35][CH2:36][CH2:37][CH2:38][CH2:39][CH2:40]CC.C(N(CC)CC)C. (5) Given the product [I:1][C:2]1[CH:7]=[CH:6][CH:5]=[CH:4][C:3]=1[N:8]([CH3:19])[C:9](=[O:18])[O:10][CH2:11][C:12]1[CH:13]=[CH:14][CH:15]=[CH:16][CH:17]=1, predict the reactants needed to synthesize it. The reactants are: [I:1][C:2]1[CH:7]=[CH:6][CH:5]=[CH:4][C:3]=1[NH:8][C:9](=[O:18])[O:10][CH2:11][C:12]1[CH:17]=[CH:16][CH:15]=[CH:14][CH:13]=1.[C:19](=O)([O-])[O-].[Cs+].[Cs+].IC. (6) Given the product [CH3:34][O:33][C:31]([C:27]1[CH:26]=[C:25]2[C:30](=[CH:29][CH:28]=1)[N:22]([C:2]1[CH:3]=[CH:4][C:5]([O:8][CH:9]3[CH2:14][CH2:13][N:12]([C:15]([O:17][C:18]([CH3:21])([CH3:20])[CH3:19])=[O:16])[CH2:11][CH2:10]3)=[CH:6][N:7]=1)[CH:23]=[CH:24]2)=[O:32], predict the reactants needed to synthesize it. The reactants are: Cl[C:2]1[N:7]=[CH:6][C:5]([O:8][CH:9]2[CH2:14][CH2:13][N:12]([C:15]([O:17][C:18]([CH3:21])([CH3:20])[CH3:19])=[O:16])[CH2:11][CH2:10]2)=[CH:4][CH:3]=1.[NH:22]1[C:30]2[C:25](=[CH:26][C:27]([C:31]([O:33][CH3:34])=[O:32])=[CH:28][CH:29]=2)[CH:24]=[CH:23]1. (7) Given the product [Cl:8][C:9]1[CH:10]=[N:11][CH:12]=[CH:13][C:14]=1[C:15]([N:40]([CH3:39])[O:41][CH3:42])=[O:17], predict the reactants needed to synthesize it. The reactants are: CCN(CC)CC.[Cl:8][C:9]1[CH:10]=[N:11][CH:12]=[CH:13][C:14]=1[C:15]([OH:17])=O.CCN=C=NCCCN(C)C.C1C=CC2N(O)N=NC=2C=1.[CH3:39][NH:40][O:41][CH3:42].Cl. (8) Given the product [O:10]1[C:6]2[CH:5]=[CH:4][CH:3]=[CH:2][C:7]=2[CH:8]([NH2:11])[CH2:9]1, predict the reactants needed to synthesize it. The reactants are: F[C:2]1[C:7]2[C:8](=[N:11]O)[CH2:9][O:10][C:6]=2[CH:5]=[CH:4][CH:3]=1.FC1C2C(=O)COC=2C=CC=1. (9) Given the product [Cl:1][C:2]1[C:3]2[C:10]([C:11]3[CH:16]=[CH:15][C:14]([O:17][CH3:18])=[C:13]([Cl:19])[C:12]=3[CH3:20])=[C:9]([I:29])[S:8][C:4]=2[N:5]=[CH:6][N:7]=1, predict the reactants needed to synthesize it. The reactants are: [Cl:1][C:2]1[C:3]2[C:10]([C:11]3[CH:16]=[CH:15][C:14]([O:17][CH3:18])=[C:13]([Cl:19])[C:12]=3[CH3:20])=[CH:9][S:8][C:4]=2[N:5]=[CH:6][N:7]=1.C([N-]C(C)C)(C)C.[Li+].[I:29]I.[NH4+].[Cl-].